From a dataset of Reaction yield outcomes from USPTO patents with 853,638 reactions. Predict the reaction yield, written as a fraction of the theoretical maximum amount of product (1.0 means a 100% yield; for example, 0.34 means a 34% yield). (1) The product is [NH2:1][C:2]1[N:7]=[CH:6][C:5]([C:8]2[CH:13]=[CH:12][C:11]([OH:14])=[CH:10][CH:9]=2)=[C:4]([CH2:15][CH3:16])[C:3]=1[C:18]1[CH:23]=[CH:22][CH:21]=[CH:20][CH:19]=1. The reactants are [NH2:1][C:2]1[N:7]=[CH:6][C:5]([C:8]2[CH:13]=[CH:12][C:11]([OH:14])=[CH:10][CH:9]=2)=[C:4]([CH2:15][CH3:16])[C:3]=1Br.[C:18]1(B(O)O)[CH:23]=[CH:22][CH:21]=[CH:20][CH:19]=1.C([O-])([O-])=O.[K+].[K+]. The yield is 0.500. The catalyst is O1CCOCC1.C(OCC)(=O)C.O.C1(P([C-]2C=CC=C2)C2C=CC=CC=2)C=CC=CC=1.[C-]1(P(C2C=CC=CC=2)C2C=CC=CC=2)C=CC=C1.[Fe+2].Cl[Pd]Cl. (2) The reactants are Cl[C:2]1[CH:3]=[C:4]2[C:9](=[N:10][CH:11]=1)[NH:8][C:7](=[O:12])[C:6]1[CH:13]=[CH:14][CH:15]=[CH:16][C:5]2=1.N[C:18]1[CH:23]=[CH:22][CH:21]=[CH:20][CH:19]=1.C1(P(C2CCCCC2)C2C=CC=CC=2C2C(C(C)C)=CC(C(C)C)=CC=2C(C)C)CCCCC1.C[C:59](C)([O-:61])C.[Na+].[O:64]1CCOC[CH2:65]1. The catalyst is CO.C([O-])(=O)C.[Pd+2].C([O-])(=O)C. The product is [CH3:65][O:64][C:59](=[O:61])[C:18]1[CH:23]=[CH:22][CH:21]=[CH:20][C:19]=1[C:2]1[CH:3]=[C:4]2[C:9](=[N:10][CH:11]=1)[NH:8][C:7](=[O:12])[C:6]1[CH:13]=[CH:14][CH:15]=[CH:16][C:5]2=1. The yield is 0.630. (3) The reactants are [CH3:1][CH:2]1[NH:7][CH2:6][CH2:5][N:4]([C:8]([O:10][C:11]([CH3:14])([CH3:13])[CH3:12])=[O:9])[CH2:3]1.[Cl:15][C:16]1[CH:21]=[CH:20][C:19]([CH:22](Cl)[C:23]2[CH:28]=[CH:27][C:26]([Cl:29])=[CH:25][CH:24]=2)=[CH:18][CH:17]=1.C(=O)([O-])[O-].[K+].[K+].C(#N)C. The catalyst is O. The product is [Cl:15][C:16]1[CH:17]=[CH:18][C:19]([CH:22]([C:23]2[CH:28]=[CH:27][C:26]([Cl:29])=[CH:25][CH:24]=2)[N:7]2[CH2:6][CH2:5][N:4]([C:8]([O:10][C:11]([CH3:13])([CH3:12])[CH3:14])=[O:9])[CH2:3][CH:2]2[CH3:1])=[CH:20][CH:21]=1. The yield is 0.530. (4) The product is [C:1]([C:3]1[CH:4]=[C:5]([CH2:9][OH:10])[CH:6]=[CH:7][CH:8]=1)#[CH:2]. The yield is 0.200. The catalyst is CO. The reactants are [C:1]([C:3]1[CH:8]=[CH:7][CH:6]=[C:5]([CH2:9][O:10]COC)[CH:4]=1)#[CH:2].Cl. (5) The reactants are C(O[C:4](=[O:21])[CH2:5][C:6]([CH:8]1[CH2:13][CH2:12][N:11]([C:14]([O:16][C:17]([CH3:20])([CH3:19])[CH3:18])=[O:15])[CH2:10][CH2:9]1)=O)C.[F:22][C:23]([F:35])([F:34])[C:24]1[CH:32]=[CH:31][CH:30]=[C:29]2[C:25]=1[C:26]([NH2:33])=[N:27][NH:28]2.P([O-])([O-])([O-])=O.[K+].[K+].[K+]. The catalyst is COCC(O)C.O.Cl. The product is [F:34][C:23]([F:22])([F:35])[C:24]1[C:25]2[C:29]([CH:30]=[CH:31][CH:32]=1)=[N:28][N:27]1[C:4](=[O:21])[CH:5]=[C:6]([CH:8]3[CH2:9][CH2:10][N:11]([C:14]([O:16][C:17]([CH3:18])([CH3:19])[CH3:20])=[O:15])[CH2:12][CH2:13]3)[NH:33][C:26]=21. The yield is 0.120. (6) The reactants are I[C:2]1[CH:3]=[C:4]([CH:9]=[CH:10][C:11]=1[CH3:12])[C:5]([O:7][CH3:8])=[O:6].C([N:15](CC)CC)C.[C:20]1([CH3:26])[CH:25]=[CH:24][CH:23]=[CH:22][CH:21]=1. The catalyst is [Cu]I.Cl[Pd](Cl)([P](C1C=CC=CC=1)(C1C=CC=CC=1)C1C=CC=CC=1)[P](C1C=CC=CC=1)(C1C=CC=CC=1)C1C=CC=CC=1. The product is [CH3:12][C:11]1[CH:10]=[CH:9][C:4]([C:5]([O:7][CH3:8])=[O:6])=[CH:3][C:2]=1[C:26]#[C:20][C:21]1[CH:22]=[CH:23][CH:24]=[CH:25][N:15]=1. The yield is 0.520. (7) The reactants are C[O:2][C:3](=[O:20])[CH:4]([CH3:19])[CH2:5][NH:6][C:7]([O:9][CH2:10][C:11]1[CH:16]=[CH:15][C:14]([O:17][CH3:18])=[CH:13][CH:12]=1)=[O:8].[Li].[OH-]. The catalyst is CO. The product is [CH3:18][O:17][C:14]1[CH:13]=[CH:12][C:11]([CH2:10][O:9][C:7]([NH:6][CH2:5][CH:4]([CH3:19])[C:3]([OH:20])=[O:2])=[O:8])=[CH:16][CH:15]=1. The yield is 0.970.